This data is from Forward reaction prediction with 1.9M reactions from USPTO patents (1976-2016). The task is: Predict the product of the given reaction. (1) Given the reactants [F:1][C:2]([F:17])([F:16])/[C:3](/[CH3:15])=[CH:4]/[C:5]1[CH:14]=[CH:13][C:8]([C:9]([O:11]C)=[O:10])=[CH:7][CH:6]=1.[OH-].[Na+], predict the reaction product. The product is: [F:1][C:2]([F:16])([F:17])/[C:3](/[CH3:15])=[CH:4]/[C:5]1[CH:14]=[CH:13][C:8]([C:9]([OH:11])=[O:10])=[CH:7][CH:6]=1. (2) The product is: [F:36][C:2]1([F:1])[O:6][C:5]2[CH:7]=[CH:8][C:9]([C:11]3([C:14]([NH:16][CH:17]4[C:26]5[C:21](=[CH:22][CH:23]=[CH:24][CH:25]=5)[O:20][CH:19]([CH:27]5[CH2:30][CH:29]([C:31]([OH:33])=[O:32])[CH2:28]5)[CH2:18]4)=[O:15])[CH2:12][CH2:13]3)=[CH:10][C:4]=2[O:3]1. Given the reactants [F:1][C:2]1([F:36])[O:6][C:5]2[CH:7]=[CH:8][C:9]([C:11]3([C:14]([NH:16][CH:17]4[C:26]5[C:21](=[CH:22][CH:23]=[CH:24][CH:25]=5)[O:20][CH:19]([CH:27]5[CH2:30][CH:29]([C:31]([O:33]CC)=[O:32])[CH2:28]5)[CH2:18]4)=[O:15])[CH2:13][CH2:12]3)=[CH:10][C:4]=2[O:3]1.[OH-].[Na+].Cl, predict the reaction product. (3) Given the reactants [CH:1]([O:4][C:5]1[CH:31]=[CH:30][C:8]([CH2:9][O:10][C:11]2[CH:12]=[C:13]3[C:17](=[CH:18][CH:19]=2)[N:16]2[CH2:20][CH2:21][CH2:22][CH:23]([CH2:24][C:25]([O:27]CC)=[O:26])[C:15]2=[CH:14]3)=[CH:7][C:6]=1[C:32]([F:35])([F:34])[F:33])([CH3:3])[CH3:2].[Li+].[OH-].C(O)(=O)CC(CC(O)=O)(C(O)=O)O.C(Cl)Cl, predict the reaction product. The product is: [CH:1]([O:4][C:5]1[CH:31]=[CH:30][C:8]([CH2:9][O:10][C:11]2[CH:12]=[C:13]3[C:17](=[CH:18][CH:19]=2)[N:16]2[CH2:20][CH2:21][CH2:22][CH:23]([CH2:24][C:25]([OH:27])=[O:26])[C:15]2=[CH:14]3)=[CH:7][C:6]=1[C:32]([F:35])([F:33])[F:34])([CH3:3])[CH3:2]. (4) Given the reactants C([O:3][C:4](=[O:26])[C:5]1[CH:10]=[C:9]([N:11]2[C:16](=[O:17])[CH:15]=[C:14]([C:18]([F:21])([F:20])[F:19])[N:13]([CH3:22])[C:12]2=[O:23])[C:8]([F:24])=[CH:7][C:6]=1[Cl:25])C, predict the reaction product. The product is: [Cl:25][C:6]1[CH:7]=[C:8]([F:24])[C:9]([N:11]2[C:16](=[O:17])[CH:15]=[C:14]([C:18]([F:19])([F:21])[F:20])[N:13]([CH3:22])[C:12]2=[O:23])=[CH:10][C:5]=1[C:4]([OH:26])=[O:3]. (5) Given the reactants [NH2:1][C@@H:2]1[CH2:7][CH2:6][CH2:5][N:4]([C:8]2[N:9]([CH2:20][C:21]3[CH:28]=[CH:27][CH:26]=[CH:25][C:22]=3[C:23]#[N:24])[C:10](=[O:19])[C:11]3[CH:17]=[C:16](Cl)[N:15]=[CH:14][C:12]=3[N:13]=2)[CH2:3]1.[NH:29]1[CH2:33][CH2:32][CH2:31][CH2:30]1.C(=O)(O)[O-].[Na+], predict the reaction product. The product is: [NH2:1][C@@H:2]1[CH2:7][CH2:6][CH2:5][N:4]([C:8]2[N:9]([CH2:20][C:21]3[CH:28]=[CH:27][CH:26]=[CH:25][C:22]=3[C:23]#[N:24])[C:10](=[O:19])[C:11]3[CH:17]=[C:16]([N:29]4[CH2:33][CH2:32][CH2:31][CH2:30]4)[N:15]=[CH:14][C:12]=3[N:13]=2)[CH2:3]1.